From a dataset of Catalyst prediction with 721,799 reactions and 888 catalyst types from USPTO. Predict which catalyst facilitates the given reaction. Reactant: [CH3:1][N:2]([CH:4]1[CH2:8][CH2:7][N:6]([CH2:9][CH2:10][C:11]2[CH:12]=[CH:13][N:14]=[C:15]3[C:20]=2[N:19]=[C:18]([O:21][CH3:22])[CH:17]=[CH:16]3)[CH2:5]1)[NH2:3].[O:23]=[C:24]1[CH2:29][S:28][C:27]2[CH:30]=[CH:31][C:32]([C:34](O)=[O:35])=[N:33][C:26]=2[NH:25]1.C(Cl)CCl.C1C=CC2N(O)N=NC=2C=1. The catalyst class is: 59. Product: [CH3:1][N:2]([CH:4]1[CH2:8][CH2:7][N:6]([CH2:9][CH2:10][C:11]2[C:20]3[C:15](=[CH:16][CH:17]=[C:18]([O:21][CH3:22])[N:19]=3)[N:14]=[CH:13][CH:12]=2)[CH2:5]1)[NH:3][C:34]([C:32]1[CH:31]=[CH:30][C:27]2[S:28][CH2:29][C:24](=[O:23])[NH:25][C:26]=2[N:33]=1)=[O:35].